This data is from Full USPTO retrosynthesis dataset with 1.9M reactions from patents (1976-2016). The task is: Predict the reactants needed to synthesize the given product. (1) Given the product [CH2:7]([N:15]1[CH2:28][CH2:27][C:26]2[C:25]3[CH:24]=[C:23]([C:29]4[CH:30]=[CH:31][C:32]([O:35][CH3:36])=[CH:33][CH:34]=4)[CH:22]=[CH:21][C:20]=3[NH:19][C:18]=2[CH2:17][CH2:16]1)[C:8]1[CH:9]=[CH:10][CH:11]=[CH:12][CH:13]=1, predict the reactants needed to synthesize it. The reactants are: [H-].[Al+3].[Li+].[H-].[H-].[H-].[C:7]([N:15]1[CH2:28][CH2:27][C:26]2[C:25]3[CH:24]=[C:23]([C:29]4[CH:34]=[CH:33][C:32]([O:35][CH3:36])=[CH:31][CH:30]=4)[CH:22]=[CH:21][C:20]=3[NH:19][C:18]=2[CH2:17][CH2:16]1)(=O)[C:8]1[CH:13]=[CH:12][CH:11]=[CH:10][CH:9]=1. (2) Given the product [CH2:1]([N:8]1[CH2:12][C@@H:11]([O:13][CH2:20][CH2:21][CH2:22][CH2:23][CH2:24][CH2:25][CH2:26][CH2:27]/[CH:28]=[CH:29]\[CH2:30]/[CH:31]=[CH:32]\[CH2:33][CH2:34][CH2:35][CH2:36][CH3:37])[C@H:10]([O:14][CH2:20][CH2:21][CH2:22][CH2:23][CH2:24][CH2:25][CH2:26][CH2:27]/[CH:28]=[CH:29]\[CH2:30]/[CH:31]=[CH:32]\[CH2:33][CH2:34][CH2:35][CH2:36][CH3:37])[CH2:9]1)[C:2]1[CH:3]=[CH:4][CH:5]=[CH:6][CH:7]=1, predict the reactants needed to synthesize it. The reactants are: [CH2:1]([N:8]1[CH2:12][C@H:11]([OH:13])[C@H:10]([OH:14])[CH2:9]1)[C:2]1[CH:7]=[CH:6][CH:5]=[CH:4][CH:3]=1.CS(O[CH2:20][CH2:21][CH2:22][CH2:23][CH2:24][CH2:25][CH2:26][CH2:27]/[CH:28]=[CH:29]\[CH2:30]/[CH:31]=[CH:32]\[CH2:33][CH2:34][CH2:35][CH2:36][CH3:37])(=O)=O. (3) The reactants are: [F:1][C:2]([F:8])([F:7])[S:3]([O-:6])(=[O:5])=[O:4].[F:9][C:10]1[CH:11]=[C:12]([N+:20]([CH3:23])([CH3:22])[CH3:21])[CH:13]=[CH:14][C:15]=1[C:16]([O:18]C)=[O:17].FC(F)(F)C(O)=O. Given the product [F:1][C:2]([F:8])([F:7])[S:3]([O-:6])(=[O:5])=[O:4].[C:16]([C:15]1[CH:14]=[CH:13][C:12]([N+:20]([CH3:22])([CH3:21])[CH3:23])=[CH:11][C:10]=1[F:9])([OH:18])=[O:17], predict the reactants needed to synthesize it.